This data is from Full USPTO retrosynthesis dataset with 1.9M reactions from patents (1976-2016). The task is: Predict the reactants needed to synthesize the given product. (1) Given the product [Cl:23][C:20]1[CH:21]=[CH:22][C:17]([NH:16][C:14]2[C:13]([F:24])=[CH:12][N:11]=[C:10]([NH:5][C:4]3[CH:6]=[CH:7][CH:8]=[C:2]([OH:1])[CH:3]=3)[N:15]=2)=[N:18][CH:19]=1, predict the reactants needed to synthesize it. The reactants are: [OH:1][C:2]1[CH:3]=[C:4]([CH:6]=[CH:7][CH:8]=1)[NH2:5].Cl[C:10]1[N:15]=[C:14]([NH:16][C:17]2[CH:22]=[CH:21][C:20]([Cl:23])=[CH:19][N:18]=2)[C:13]([F:24])=[CH:12][N:11]=1. (2) The reactants are: Cl[C:2]1[CH:11]=[CH:10][C:5]([C:6]([O:8][CH3:9])=[O:7])=[CH:4][C:3]=1[N+:12]([O-:14])=[O:13].[CH2:15]([NH2:17])[CH3:16]. Given the product [CH3:9][O:8][C:6](=[O:7])[C:5]1[CH:10]=[CH:11][C:2]([NH:17][CH2:15][CH3:16])=[C:3]([N+:12]([O-:14])=[O:13])[CH:4]=1, predict the reactants needed to synthesize it. (3) Given the product [CH:12]1([CH2:15][N:16]2[C:20]3[CH:21]=[CH:22][C:23]([N:25]([CH3:26])[C:2]([NH:1][C:4]4[CH:9]=[CH:8][CH:7]=[CH:6][C:5]=4[O:10][CH3:11])=[S:3])=[CH:24][C:19]=3[N:18]=[C:17]2[CH2:27][C:28]2[CH:29]=[CH:30][C:31]([O:34][CH2:35][CH3:36])=[CH:32][CH:33]=2)[CH2:14][CH2:13]1, predict the reactants needed to synthesize it. The reactants are: [N:1]([C:4]1[CH:9]=[CH:8][CH:7]=[CH:6][C:5]=1[O:10][CH3:11])=[C:2]=[S:3].[CH:12]1([CH2:15][N:16]2[C:20]3[CH:21]=[CH:22][C:23]([NH:25][CH3:26])=[CH:24][C:19]=3[N:18]=[C:17]2[CH2:27][C:28]2[CH:33]=[CH:32][C:31]([O:34][CH2:35][CH3:36])=[CH:30][CH:29]=2)[CH2:14][CH2:13]1. (4) Given the product [C:9]1([NH:13][C:14](=[O:23])[C:15]2[CH:20]=[CH:19][C:18]([O:21][CH3:22])=[CH:17][CH:16]=2)[CH2:12][CH2:11][CH:10]=1, predict the reactants needed to synthesize it. The reactants are: CC(C)([O-])C.[Na+].C([C:9]1([NH:13][C:14](=[O:23])[C:15]2[CH:20]=[CH:19][C:18]([O:21][CH3:22])=[CH:17][CH:16]=2)[CH2:12][CH2:11][CH2:10]1)#N.CC(OC)(C)C.C([O-])(O)=O.[Na+]. (5) Given the product [B:25]([C:2]1[CH:7]=[CH:6][C:5]([C:8]([CH3:13])([CH3:12])[C:9]([OH:11])=[O:10])=[CH:4][CH:3]=1)([OH:30])[OH:26], predict the reactants needed to synthesize it. The reactants are: Br[C:2]1[CH:7]=[CH:6][C:5]([C:8]([CH3:13])([CH3:12])[C:9]([OH:11])=[O:10])=[CH:4][CH:3]=1.C([Li])CCC.CCCCCC.[B:25](OC(C)C)([O:30]C(C)C)[O:26]C(C)C. (6) Given the product [F:8][C:9]1[CH:14]=[CH:13][CH:12]=[CH:11][C:10]=1[C:15]1[CH:27]=[CH:26][C:18]([C:19]([OH:21])=[O:20])=[C:17]([NH:28][C:29]([C:31]2[CH:32]=[N:33][CH:34]=[C:35]([C:37]3[CH:42]=[CH:41][CH:40]=[CH:39][CH:38]=3)[CH:36]=2)=[O:30])[CH:16]=1, predict the reactants needed to synthesize it. The reactants are: FC(F)(F)C(O)=O.[F:8][C:9]1[CH:14]=[CH:13][CH:12]=[CH:11][C:10]=1[C:15]1[CH:27]=[CH:26][C:18]([C:19]([O:21]C(C)(C)C)=[O:20])=[C:17]([NH:28][C:29]([C:31]2[CH:32]=[N:33][CH:34]=[C:35]([C:37]3[CH:42]=[CH:41][CH:40]=[CH:39][CH:38]=3)[CH:36]=2)=[O:30])[CH:16]=1.